This data is from Full USPTO retrosynthesis dataset with 1.9M reactions from patents (1976-2016). The task is: Predict the reactants needed to synthesize the given product. (1) Given the product [CH3:46][C:47]1[C:51]([C:52]([NH:19][C@H:18]([C:20]([OH:22])=[O:21])[CH2:17][C:15]2[S:16][C:12]([CH2:11][CH2:10][CH2:9][C:7]3[CH:6]=[CH:5][CH:4]=[C:3]([NH:2][CH3:1])[N:8]=3)=[CH:13][CH:14]=2)=[O:53])=[C:50]([CH3:55])[O:49][N:48]=1, predict the reactants needed to synthesize it. The reactants are: [CH3:1][NH:2][C:3]1[N:8]=[C:7]([CH2:9][CH2:10][CH2:11][C:12]2[S:16][C:15]([CH2:17][C@@H:18]([C:20]([O:22]C)=[O:21])[NH2:19])=[CH:14][CH:13]=2)[CH:6]=[CH:5][CH:4]=1.CN(C(ON1N=NC2C=CC=CC1=2)=[N+](C)C)C.[B-](F)(F)(F)F.[CH3:46][C:47]1[C:51]([C:52](O)=[O:53])=[C:50]([CH3:55])[O:49][N:48]=1. (2) Given the product [Br:1][C:2]1[C:3]([C:23]2[CH:28]=[CH:27][CH:26]=[CH:25][CH:24]=2)=[N:4][N:5]([C:13]2[CH:18]=[CH:17][N:16]=[C:15]([NH:29][C:30]3[CH:35]=[CH:34][CH:33]=[CH:32][CH:31]=3)[N:14]=2)[C:6]=1[C:7]1[CH:12]=[CH:11][CH:10]=[CH:9][CH:8]=1, predict the reactants needed to synthesize it. The reactants are: [Br:1][C:2]1[C:3]([C:23]2[CH:28]=[CH:27][CH:26]=[CH:25][CH:24]=2)=[N:4][N:5]([C:13]2[CH:18]=[CH:17][N:16]=[C:15](S(C)(=O)=O)[N:14]=2)[C:6]=1[C:7]1[CH:12]=[CH:11][CH:10]=[CH:9][CH:8]=1.[NH2:29][C:30]1[CH:35]=[CH:34][CH:33]=[CH:32][CH:31]=1. (3) Given the product [CH2:23]([O:21][C:20]([C:19]1[C:4]2[O:3][B:2]([OH:1])[C@@H:7]([NH:8][C:9](=[O:15])[CH2:10][NH:11][C:12]([NH2:14])=[O:13])[CH2:6][C:5]=2[CH:16]=[CH:17][CH:18]=1)=[O:22])[CH3:24], predict the reactants needed to synthesize it. The reactants are: [OH:1][B:2]1[CH:7]([NH:8][C:9](=[O:15])[CH2:10][NH:11][C:12]([NH2:14])=[O:13])[CH2:6][C:5]2[CH:16]=[CH:17][CH:18]=[C:19]([C:20]([OH:22])=[O:21])[C:4]=2[O:3]1.[CH2:23](O)[CH3:24]. (4) The reactants are: [NH2:1][C:2]1[CH:7]=[CH:6][N:5]=[CH:4][CH:3]=1.P(=O)(O)(O)O.[N+]([O-])(O)=O.[N:17]([O-])=O.[Na+].[CH3:21][O:22][CH2:23][C:24](=[O:30])[CH2:25][C:26]([O:28][CH3:29])=[O:27].C([O-])(=O)C.[Na+]. Given the product [CH3:21][O:22][CH2:23][C:24](=[O:30])[C:25](=[N:17][NH:1][C:2]1[CH:7]=[CH:6][N:5]=[CH:4][CH:3]=1)[C:26]([O:28][CH3:29])=[O:27], predict the reactants needed to synthesize it. (5) Given the product [CH:1]1([N:7]2[C:11]([C:12]([F:13])([F:14])[F:15])=[C:10]([C:16]([NH:26][C:25]3[CH:27]=[CH:28][CH:29]=[C:23]([S:20]([CH3:19])(=[O:22])=[O:21])[CH:24]=3)=[O:18])[CH:9]=[N:8]2)[CH2:2][CH2:3][CH2:4][CH2:5][CH2:6]1, predict the reactants needed to synthesize it. The reactants are: [CH:1]1([N:7]2[C:11]([C:12]([F:15])([F:14])[F:13])=[C:10]([C:16]([OH:18])=O)[CH:9]=[N:8]2)[CH2:6][CH2:5][CH2:4][CH2:3][CH2:2]1.[CH3:19][S:20]([C:23]1[CH:24]=[C:25]([CH:27]=[CH:28][CH:29]=1)[NH2:26])(=[O:22])=[O:21]. (6) Given the product [C:29]([N:6]1[CH2:7][C:4]([NH:8][C:9]([C:11]2[CH:16]=[CH:15][C:14]([N:17]3[CH2:18][C:19]([F:22])([F:21])[CH2:20]3)=[C:13]([O:23][CH2:24][CH:25]3[CH2:27][CH2:26]3)[N:12]=2)=[O:10])([CH2:3][C:2]([NH2:1])=[O:28])[CH2:5]1)(=[O:31])[CH3:30], predict the reactants needed to synthesize it. The reactants are: [NH2:1][C:2](=[O:28])[CH2:3][C:4]1([NH:8][C:9]([C:11]2[CH:16]=[CH:15][C:14]([N:17]3[CH2:20][C:19]([F:22])([F:21])[CH2:18]3)=[C:13]([O:23][CH2:24][CH:25]3[CH2:27][CH2:26]3)[N:12]=2)=[O:10])[CH2:7][NH:6][CH2:5]1.[C:29](OC(=O)C)(=[O:31])[CH3:30]. (7) Given the product [Cl:1][C:2]1[CH:3]=[CH:4][C:5]2[O:9][C:8]([CH:10]([NH:20][C:21]3[CH:22]=[CH:23][C:24]([C:27]([NH:29][CH2:30][CH2:31][C:32]([OH:34])=[O:33])=[O:28])=[CH:25][CH:26]=3)[CH:11]3[CH2:16][CH2:15][CH2:14][CH2:13][CH2:12]3)=[C:7]([CH3:18])[C:6]=2[CH:19]=1, predict the reactants needed to synthesize it. The reactants are: [Cl:1][C:2]1[CH:3]=[CH:4][C:5]2[O:9][C:8]([CH:10](Cl)[CH:11]3[CH2:16][CH2:15][CH2:14][CH2:13][CH2:12]3)=[C:7]([CH3:18])[C:6]=2[CH:19]=1.[NH2:20][C:21]1[CH:26]=[CH:25][C:24]([C:27]([NH:29][CH2:30][CH2:31][C:32]([O:34]CC)=[O:33])=[O:28])=[CH:23][CH:22]=1.[I-].[Na+].C(=O)([O-])[O-].[Na+].[Na+].Cl. (8) Given the product [F:29][CH2:28][CH2:27][CH2:26][C:23]1[CH:24]=[CH:25][C:20]([CH2:19][C@H:11]([C:12]([OH:14])=[O:13])[CH2:10][C@@H:9]([C:30]([OH:32])=[O:31])[NH2:8])=[N:21][CH:22]=1, predict the reactants needed to synthesize it. The reactants are: C(OC([NH:8][C@H:9]([C:30]([O:32]C(C)(C)C)=[O:31])[CH2:10][C@H:11]([CH2:19][C:20]1[CH:25]=[CH:24][C:23]([CH2:26][CH2:27][CH2:28][F:29])=[CH:22][N:21]=1)[C:12]([O:14]C(C)(C)C)=[O:13])=O)(C)(C)C.C1(C)C=CC=CC=1. (9) Given the product [C:5]([Si:9]([O:12][C:13]([CH3:22])([CH2:15][CH2:16][CH2:17][CH:18]([CH3:19])/[CH:3]=[CH:2]/[Cl:1])[CH3:14])([CH3:10])[CH3:11])([CH3:7])([CH3:8])[CH3:6], predict the reactants needed to synthesize it. The reactants are: [Cl:1]/[CH:2]=[CH:3]/Cl.[C:5]([Si:9]([O:12][C:13]([CH3:22])([CH2:15][CH2:16][CH2:17][CH:18](C)[CH:19]=C)[CH3:14])([CH3:11])[CH3:10])([CH3:8])([CH3:7])[CH3:6]. (10) Given the product [CH3:1][O:2][C:3]1[CH:4]=[C:5]2[C:9](=[CH:10][CH:11]=1)[NH:8][CH:7]=[C:6]2[C:22]1[C:23]2[CH:30]=[C:29]([C:31]3[C:39]4[C:34](=[CH:35][CH:36]=[C:37]([O:40][CH3:41])[CH:38]=4)[N:33]([CH3:42])[CH:32]=3)[NH:28][C:24]=2[N:25]=[CH:26][N:27]=1, predict the reactants needed to synthesize it. The reactants are: [CH3:1][O:2][C:3]1[CH:4]=[C:5]2[C:9](=[CH:10][CH:11]=1)[N:8](S(C1C=CC(C)=CC=1)(=O)=O)[CH:7]=[C:6]2[C:22]1[C:23]2[CH:30]=[C:29]([C:31]3[C:39]4[C:34](=[CH:35][CH:36]=[C:37]([O:40][CH3:41])[CH:38]=4)[N:33]([CH3:42])[CH:32]=3)[N:28](S(C3C=CC(C)=CC=3)(=O)=O)[C:24]=2[N:25]=[CH:26][N:27]=1.[OH-].[K+].